Task: Predict the reaction yield, written as a fraction of the theoretical maximum amount of product (1.0 means a 100% yield; for example, 0.34 means a 34% yield).. Dataset: Reaction yield outcomes from USPTO patents with 853,638 reactions (1) The catalyst is ClCCl. The reactants are [Br:1][C:2]1[CH:7]=[CH:6][C:5]([Cl:8])=[C:4]([CH2:9][C:10]2[CH:15]=[CH:14][C:13]([O:16]CC)=[CH:12][CH:11]=2)[CH:3]=1.B(Br)(Br)Br. The yield is 0.770. The product is [Br:1][C:2]1[CH:7]=[CH:6][C:5]([Cl:8])=[C:4]([CH:3]=1)[CH2:9][C:10]1[CH:15]=[CH:14][C:13]([OH:16])=[CH:12][CH:11]=1. (2) The reactants are [NH2:1][C:2]1[CH:3]=[CH:4][C:5]([Cl:11])=[C:6]([CH:10]=1)[C:7]([OH:9])=[O:8].[F:12][C:13]1[C:20]([F:21])=[C:19]([C:22]([F:25])([F:24])[F:23])[C:18]([F:26])=[C:17]([F:27])[C:14]=1[CH2:15]Br. The catalyst is CN(C=O)C. The product is [Cl:11][C:5]1[CH:4]=[CH:3][C:2]([NH:1][CH2:15][C:14]2[C:17]([F:27])=[C:18]([F:26])[C:19]([C:22]([F:23])([F:25])[F:24])=[C:20]([F:21])[C:13]=2[F:12])=[CH:10][C:6]=1[C:7]([OH:9])=[O:8]. The yield is 0.855. (3) The reactants are [CH:1]([N:4]1[C:12]2[C:7](=[CH:8][CH:9]=[CH:10][CH:11]=2)[C:6]([C:13]([O:15]C)=O)=[N:5]1)([CH3:3])[CH3:2].O.[NH2:18][NH2:19]. The catalyst is C(O)C. The product is [CH:1]([N:4]1[C:12]2[C:7](=[CH:8][CH:9]=[CH:10][CH:11]=2)[C:6]([C:13]([NH:18][NH2:19])=[O:15])=[N:5]1)([CH3:3])[CH3:2]. The yield is 0.930.